This data is from NCI-60 drug combinations with 297,098 pairs across 59 cell lines. The task is: Regression. Given two drug SMILES strings and cell line genomic features, predict the synergy score measuring deviation from expected non-interaction effect. (1) Drug 1: C1C(C(OC1N2C=C(C(=O)NC2=O)F)CO)O. Drug 2: CCN(CC)CCNC(=O)C1=C(NC(=C1C)C=C2C3=C(C=CC(=C3)F)NC2=O)C. Cell line: IGROV1. Synergy scores: CSS=14.1, Synergy_ZIP=-2.30, Synergy_Bliss=1.85, Synergy_Loewe=-0.592, Synergy_HSA=-1.29. (2) Drug 1: CS(=O)(=O)C1=CC(=C(C=C1)C(=O)NC2=CC(=C(C=C2)Cl)C3=CC=CC=N3)Cl. Drug 2: C1=NC2=C(N=C(N=C2N1C3C(C(C(O3)CO)O)F)Cl)N. Cell line: MDA-MB-435. Synergy scores: CSS=7.56, Synergy_ZIP=-3.25, Synergy_Bliss=-1.53, Synergy_Loewe=-37.7, Synergy_HSA=-7.78.